This data is from NCI-60 drug combinations with 297,098 pairs across 59 cell lines. The task is: Regression. Given two drug SMILES strings and cell line genomic features, predict the synergy score measuring deviation from expected non-interaction effect. (1) Drug 1: C1=CC(=CC=C1C#N)C(C2=CC=C(C=C2)C#N)N3C=NC=N3. Drug 2: N.N.Cl[Pt+2]Cl. Cell line: T-47D. Synergy scores: CSS=4.41, Synergy_ZIP=-1.97, Synergy_Bliss=-1.49, Synergy_Loewe=-3.04, Synergy_HSA=-3.82. (2) Drug 1: COC1=C(C=C2C(=C1)N=CN=C2NC3=CC(=C(C=C3)F)Cl)OCCCN4CCOCC4. Drug 2: C1=NC2=C(N=C(N=C2N1C3C(C(C(O3)CO)O)F)Cl)N. Cell line: HOP-62. Synergy scores: CSS=49.8, Synergy_ZIP=2.33, Synergy_Bliss=5.25, Synergy_Loewe=-19.2, Synergy_HSA=5.09. (3) Drug 1: CN1CCC(CC1)COC2=C(C=C3C(=C2)N=CN=C3NC4=C(C=C(C=C4)Br)F)OC. Drug 2: CN(C(=O)NC(C=O)C(C(C(CO)O)O)O)N=O. Cell line: NCI-H322M. Synergy scores: CSS=22.1, Synergy_ZIP=-5.20, Synergy_Bliss=-8.64, Synergy_Loewe=-50.7, Synergy_HSA=-8.40. (4) Drug 1: CC12CCC3C(C1CCC2=O)CC(=C)C4=CC(=O)C=CC34C. Drug 2: C1=CC(=C2C(=C1NCCNCCO)C(=O)C3=C(C=CC(=C3C2=O)O)O)NCCNCCO. Cell line: M14. Synergy scores: CSS=39.2, Synergy_ZIP=-0.692, Synergy_Bliss=-4.66, Synergy_Loewe=-7.66, Synergy_HSA=-1.43. (5) Drug 1: COC1=CC(=CC(=C1O)OC)C2C3C(COC3=O)C(C4=CC5=C(C=C24)OCO5)OC6C(C(C7C(O6)COC(O7)C8=CC=CS8)O)O. Drug 2: C1=CC=C(C=C1)NC(=O)CCCCCCC(=O)NO. Cell line: IGROV1. Synergy scores: CSS=47.6, Synergy_ZIP=-0.141, Synergy_Bliss=6.38, Synergy_Loewe=-2.88, Synergy_HSA=7.59.